From a dataset of Catalyst prediction with 721,799 reactions and 888 catalyst types from USPTO. Predict which catalyst facilitates the given reaction. (1) Reactant: N[C:2]1[C:3]2[C:29]([CH3:31])([CH3:30])[C:28](=[O:32])[NH:27][C:4]=2[N:5]=[C:6]([C:8]2[C:16]3[C:11](=[N:12][C:13]([CH3:17])=[N:14][CH:15]=3)[N:10]([CH2:18][C:19]3[CH:24]=[CH:23][CH:22]=[C:21]([F:25])[C:20]=3[F:26])[N:9]=2)[N:7]=1.[I:33]CI.N(OCCC(C)C)=O.C(N(CC)CC)C. Product: [F:26][C:20]1[C:21]([F:25])=[CH:22][CH:23]=[CH:24][C:19]=1[CH2:18][N:10]1[C:11]2=[N:12][C:13]([CH3:17])=[N:14][CH:15]=[C:16]2[C:8]([C:6]2[N:7]=[C:2]([I:33])[C:3]3[C:29]([CH3:31])([CH3:30])[C:28](=[O:32])[NH:27][C:4]=3[N:5]=2)=[N:9]1. The catalyst class is: 10. (2) Reactant: [F:1][C:2]1[CH:10]=[CH:9][CH:8]=[C:7]2[C:3]=1[CH:4]=[CH:5][NH:6]2.[OH-].[K+].CN(C=O)C.Br[CH2:19][CH2:20][CH3:21]. Product: [F:1][C:2]1[CH:10]=[CH:9][CH:8]=[C:7]2[C:3]=1[CH:4]=[CH:5][N:6]2[CH2:19][CH2:20][CH3:21]. The catalyst class is: 6. (3) Reactant: [Cl:1][C:2]1[CH:7]=[CH:6][C:5]([C@@H:8]2[CH2:13][CH2:12][N:11](C(OC(C)(C)C)=O)[CH2:10][C@H:9]2[C:21]([O:23][CH2:24][CH3:25])=[O:22])=[CH:4][CH:3]=1.FC(F)(F)C(O)=O. Product: [Cl:1][C:2]1[CH:7]=[CH:6][C:5]([C@@H:8]2[CH2:13][CH2:12][NH:11][CH2:10][C@H:9]2[C:21]([O:23][CH2:24][CH3:25])=[O:22])=[CH:4][CH:3]=1. The catalyst class is: 2. (4) The catalyst class is: 11. Product: [CH2:1]([C:3]1[N:4]([C:14]2[CH:19]=[CH:18][CH:17]=[CH:16][CH:15]=2)[C:5]2[C:10]([C:11](=[S:29])[N:12]=1)=[CH:9][CH:8]=[CH:7][CH:6]=2)[CH3:2]. Reactant: [CH2:1]([C:3]1[N:4]([C:14]2[CH:19]=[CH:18][CH:17]=[CH:16][CH:15]=2)[C:5]2[C:10]([C:11](=O)[N:12]=1)=[CH:9][CH:8]=[CH:7][CH:6]=2)[CH3:2].COC1C=CC(P2(SP(C3C=CC(OC)=CC=3)(=S)S2)=[S:29])=CC=1. (5) Reactant: B(Br)(Br)Br.C([O:12][C:13]1[CH:18]=[CH:17][C:16]([C:19]2[C:23](=[O:24])[C:22]([CH3:26])([CH3:25])[O:21][C:20]=2[C:27]2[CH:34]=[CH:33][C:30]([C:31]#[N:32])=[CH:29][CH:28]=2)=[CH:15][CH:14]=1)C1C=CC=CC=1. Product: [OH:12][C:13]1[CH:14]=[CH:15][C:16]([C:19]2[C:23](=[O:24])[C:22]([CH3:25])([CH3:26])[O:21][C:20]=2[C:27]2[CH:28]=[CH:29][C:30]([C:31]#[N:32])=[CH:33][CH:34]=2)=[CH:17][CH:18]=1. The catalyst class is: 2. (6) Reactant: C(=O)(O)[O-].[NH4+].[Br:6][CH2:7][C:8]1C=[CH:12][CH:11]=[C:10](CBr)[CH:9]=1.[Br:16]CC1C=CC=CC=1CBr.BrCC1C=CC(CBr)=CC=1.BrCC1C=CC=C(CBr)N=1.BrC/C=C/CBr.[C:52](#N)[CH3:53]. Product: [Br:16][C:8]1[C:7]([Br:6])=[C:52]([CH3:53])[C:11]([CH3:12])=[CH:10][CH:9]=1. The catalyst class is: 6. (7) Reactant: [F:1][C:2]1[CH:3]=[CH:4][C:5]([C:8](Cl)=[O:9])=[N:6][CH:7]=1.[OH-].[NH4+:12]. Product: [F:1][C:2]1[CH:3]=[CH:4][C:5]([C:8]([NH2:12])=[O:9])=[N:6][CH:7]=1. The catalyst class is: 1. (8) Reactant: [H-].[Al+3].[Li+].[H-].[H-].[H-].[Cl-].[Al+3].[Cl-].[Cl-].[S:11]1[CH:15]=[C:14]([CH2:16][C:17]#[N:18])[C:13]2[CH:19]=[CH:20][CH:21]=[CH:22][C:12]1=2.C(C(C(C([O-])=O)O)O)([O-])=O.[Na+].[K+]. Product: [S:11]1[CH:15]=[C:14]([CH2:16][CH2:17][NH2:18])[C:13]2[CH:19]=[CH:20][CH:21]=[CH:22][C:12]1=2. The catalyst class is: 27.